This data is from NCI-60 drug combinations with 297,098 pairs across 59 cell lines. The task is: Regression. Given two drug SMILES strings and cell line genomic features, predict the synergy score measuring deviation from expected non-interaction effect. (1) Drug 1: CC1OCC2C(O1)C(C(C(O2)OC3C4COC(=O)C4C(C5=CC6=C(C=C35)OCO6)C7=CC(=C(C(=C7)OC)O)OC)O)O. Drug 2: CN(C)C1=NC(=NC(=N1)N(C)C)N(C)C. Cell line: RPMI-8226. Synergy scores: CSS=44.8, Synergy_ZIP=7.58, Synergy_Bliss=7.54, Synergy_Loewe=-32.0, Synergy_HSA=2.35. (2) Drug 1: CC1=C(C=C(C=C1)NC2=NC=CC(=N2)N(C)C3=CC4=NN(C(=C4C=C3)C)C)S(=O)(=O)N.Cl. Drug 2: CCC(=C(C1=CC=CC=C1)C2=CC=C(C=C2)OCCN(C)C)C3=CC=CC=C3.C(C(=O)O)C(CC(=O)O)(C(=O)O)O. Cell line: HOP-92. Synergy scores: CSS=4.24, Synergy_ZIP=-0.962, Synergy_Bliss=-0.752, Synergy_Loewe=-0.901, Synergy_HSA=-0.855. (3) Drug 1: CCCCCOC(=O)NC1=NC(=O)N(C=C1F)C2C(C(C(O2)C)O)O. Drug 2: CCN(CC)CCCC(C)NC1=C2C=C(C=CC2=NC3=C1C=CC(=C3)Cl)OC. Cell line: RPMI-8226. Synergy scores: CSS=33.5, Synergy_ZIP=-2.50, Synergy_Bliss=6.34, Synergy_Loewe=8.51, Synergy_HSA=9.02. (4) Drug 1: C1CCC(C1)C(CC#N)N2C=C(C=N2)C3=C4C=CNC4=NC=N3. Drug 2: CC1=C(C=C(C=C1)NC(=O)C2=CC=C(C=C2)CN3CCN(CC3)C)NC4=NC=CC(=N4)C5=CN=CC=C5. Cell line: SF-539. Synergy scores: CSS=10.9, Synergy_ZIP=-2.89, Synergy_Bliss=-2.50, Synergy_Loewe=-1.44, Synergy_HSA=-0.444. (5) Drug 2: CC1=C(C(=O)C2=C(C1=O)N3CC4C(C3(C2COC(=O)N)OC)N4)N. Cell line: NCI-H522. Synergy scores: CSS=39.9, Synergy_ZIP=0.934, Synergy_Bliss=1.62, Synergy_Loewe=-2.93, Synergy_HSA=1.80. Drug 1: CC1=C(C(=CC=C1)Cl)NC(=O)C2=CN=C(S2)NC3=CC(=NC(=N3)C)N4CCN(CC4)CCO. (6) Drug 1: COC1=C(C=C2C(=C1)N=CN=C2NC3=CC(=C(C=C3)F)Cl)OCCCN4CCOCC4. Drug 2: C1=NC(=NC(=O)N1C2C(C(C(O2)CO)O)O)N. Cell line: HL-60(TB). Synergy scores: CSS=25.4, Synergy_ZIP=-6.08, Synergy_Bliss=-0.447, Synergy_Loewe=-2.60, Synergy_HSA=-2.02. (7) Drug 1: CCCCCOC(=O)NC1=NC(=O)N(C=C1F)C2C(C(C(O2)C)O)O. Drug 2: C1=NC(=NC(=O)N1C2C(C(C(O2)CO)O)O)N. Cell line: OVCAR-4. Synergy scores: CSS=10.0, Synergy_ZIP=-5.72, Synergy_Bliss=-3.54, Synergy_Loewe=-29.4, Synergy_HSA=-9.08. (8) Drug 1: C1CCC(C1)C(CC#N)N2C=C(C=N2)C3=C4C=CNC4=NC=N3. Drug 2: CC1CCC2CC(C(=CC=CC=CC(CC(C(=O)C(C(C(=CC(C(=O)CC(OC(=O)C3CCCCN3C(=O)C(=O)C1(O2)O)C(C)CC4CCC(C(C4)OC)O)C)C)O)OC)C)C)C)OC. Cell line: UACC-257. Synergy scores: CSS=-2.67, Synergy_ZIP=1.10, Synergy_Bliss=2.37, Synergy_Loewe=-3.74, Synergy_HSA=-0.621.